Dataset: Catalyst prediction with 721,799 reactions and 888 catalyst types from USPTO. Task: Predict which catalyst facilitates the given reaction. (1) The catalyst class is: 16. Product: [CH3:13][N:11]1[CH:12]=[C:8]([C:7]2[CH:2]=[N:3][CH:4]=[CH:5][N:6]=2)[CH:9]=[N:10]1. Reactant: Cl[C:2]1[C:7]([C:8]2[CH:9]=[N:10][N:11]([CH3:13])[CH:12]=2)=[N:6][CH:5]=[CH:4][N:3]=1.O.[OH-].[K+]. (2) Reactant: [H-].[Al+3].[Li+].[H-].[H-].[H-].COCN[C:11]([C:13]1[S:34][C:16]2=[CH:17][N:18]=[CH:19][C:20]([O:21][C:22]3[CH:27]=[CH:26][C:25]([C:28]4[CH:33]=[CH:32][CH:31]=[CH:30][CH:29]=4)=[CH:24][CH:23]=3)=[C:15]2[CH:14]=1)=[O:12].C(=O)([O-])[O-].[K+].[K+]. Product: [C:25]1([C:28]2[CH:29]=[CH:30][CH:31]=[CH:32][CH:33]=2)[CH:26]=[CH:27][C:22]([O:21][C:20]2[CH:19]=[N:18][CH:17]=[C:16]3[S:34][C:13]([CH:11]=[O:12])=[CH:14][C:15]=23)=[CH:23][CH:24]=1. The catalyst class is: 1. (3) Reactant: Cl[C:2]1[N:7]=[C:6]([N:8]2[CH2:13][CH2:12][O:11][CH2:10][C@@H:9]2[CH:14]([CH3:16])[CH3:15])[CH:5]=[CH:4][N:3]=1.Cl.[NH2:18][C@H:19]([C:21]1[C:22](=[O:32])[NH:23][C:24]2[C:29]([CH:30]=1)=[CH:28][C:27]([Cl:31])=[CH:26][CH:25]=2)[CH3:20].CCN(C(C)C)C(C)C. Product: [Cl:31][C:27]1[CH:28]=[C:29]2[C:24](=[CH:25][CH:26]=1)[NH:23][C:22](=[O:32])[C:21]([C@@H:19]([NH:18][C:2]1[N:7]=[C:6]([N:8]3[CH2:13][CH2:12][O:11][CH2:10][C@@H:9]3[CH:14]([CH3:16])[CH3:15])[CH:5]=[CH:4][N:3]=1)[CH3:20])=[CH:30]2. The catalyst class is: 16. (4) The catalyst class is: 9. Reactant: [N+:1]([C:4]1[CH:5]=[CH:6][CH:7]=[C:8]2[C:12]=1[NH:11][C:10]([C:13]([OH:15])=O)=[CH:9]2)([O-:3])=[O:2].[NH2:16][C@@H:17]([CH2:26][S:27][CH2:28][C:29]1[CH:34]=[CH:33][C:32]([O:35][CH3:36])=[CH:31][CH:30]=1)[CH2:18][O:19][C:20](=[O:25])[C:21]([CH3:24])([CH3:23])[CH3:22].C(Cl)CCl.C1C=CC2N(O)N=NC=2C=1.C(=O)(O)[O-].[Na+]. Product: [CH3:36][O:35][C:32]1[CH:31]=[CH:30][C:29]([CH2:28][S:27][CH2:26][C@H:17]([NH:16][C:13]([C:10]2[NH:11][C:12]3[C:8]([CH:9]=2)=[CH:7][CH:6]=[CH:5][C:4]=3[N+:1]([O-:3])=[O:2])=[O:15])[CH2:18][O:19][C:20](=[O:25])[C:21]([CH3:24])([CH3:23])[CH3:22])=[CH:34][CH:33]=1. (5) Reactant: N1C=CN=C1.C1(P(C2C=CC=CC=2)C2C=CC=CC=2)C=CC=CC=1.O[CH:26]1[CH2:30][CH2:29][N:28]([C:31]([O:33][C:34]([CH3:37])([CH3:36])[CH3:35])=[O:32])[CH2:27]1.[I:38]I. Product: [I:38][CH:26]1[CH2:30][CH2:29][N:28]([C:31]([O:33][C:34]([CH3:37])([CH3:36])[CH3:35])=[O:32])[CH2:27]1. The catalyst class is: 1. (6) Reactant: [CH3:1][O:2][C:3]1[C:4]2[N:11]=[C:10]([NH:12][C:13]([N:15]3[CH2:19][CH2:18][C@H:17]([NH2:20])[CH2:16]3)=[O:14])[S:9][C:5]=2[N:6]=[CH:7][N:8]=1.C(N(CC)C(C)C)(C)C.Br[CH2:31][CH2:32][O:33][C:34]1[CH:39]=[CH:38][CH:37]=[C:36]([C:40]([F:43])([F:42])[F:41])[CH:35]=1.O. Product: [CH3:1][O:2][C:3]1[C:4]2[N:11]=[C:10]([NH:12][C:13]([N:15]3[CH2:19][CH2:18][CH:17]([NH:20][CH2:31][CH2:32][O:33][C:34]4[CH:39]=[CH:38][CH:37]=[C:36]([C:40]([F:41])([F:42])[F:43])[CH:35]=4)[CH2:16]3)=[O:14])[S:9][C:5]=2[N:6]=[CH:7][N:8]=1. The catalyst class is: 9.